The task is: Predict the product of the given reaction.. This data is from Forward reaction prediction with 1.9M reactions from USPTO patents (1976-2016). Given the reactants N1C(N)=C2C(NC=N2)=NC=1.[CH2:11]([O:15][C:16]1[N:24]=[C:23]2[C:19]([N:20]=[C:21]([O:32]C)[N:22]2[CH2:25][CH:26]2[CH2:31][CH2:30][CH2:29][NH:28][CH2:27]2)=[C:18]([NH2:34])[N:17]=1)[CH2:12][CH2:13][CH3:14].Br[CH2:36][CH2:37][OH:38].CCN(C(C)C)C(C)C, predict the reaction product. The product is: [NH2:34][C:18]1[N:17]=[C:16]([O:15][CH2:11][CH2:12][CH2:13][CH3:14])[N:24]=[C:23]2[C:19]=1[NH:20][C:21](=[O:32])[N:22]2[CH2:25][CH:26]1[CH2:31][CH2:30][CH2:29][N:28]([CH2:36][CH2:37][OH:38])[CH2:27]1.